This data is from Reaction yield outcomes from USPTO patents with 853,638 reactions. The task is: Predict the reaction yield, written as a fraction of the theoretical maximum amount of product (1.0 means a 100% yield; for example, 0.34 means a 34% yield). (1) The reactants are C(O)(C(F)(F)F)=O.[CH2:8]([C@@H:15]([CH2:38][CH2:39][C@H:40]([CH2:63][C:64]1[CH:69]=[CH:68][CH:67]=[CH:66][CH:65]=1)[C:41]([NH:43][C@@H:44]1[C:50](=[O:51])[N:49]2[C@H:52]([C:56]([O:58]C(C)(C)C)=[O:57])[CH2:53][CH2:54][CH2:55][N:48]2[CH2:47][CH2:46][CH2:45]1)=[O:42])[C:16]([NH:18][C@@H:19]1[C:25](=[O:26])[N:24]2[C@H:27]([C:31]([O:33]C(C)(C)C)=[O:32])[CH2:28][CH2:29][CH2:30][N:23]2[CH2:22][CH2:21][CH2:20]1)=[O:17])[C:9]1[CH:14]=[CH:13][CH:12]=[CH:11][CH:10]=1. The product is [CH2:8]([C@@H:15]([CH2:38][CH2:39][C@H:40]([CH2:63][C:64]1[CH:65]=[CH:66][CH:67]=[CH:68][CH:69]=1)[C:41]([NH:43][C@@H:44]1[C:50](=[O:51])[N:49]2[C@H:52]([C:56]([OH:58])=[O:57])[CH2:53][CH2:54][CH2:55][N:48]2[CH2:47][CH2:46][CH2:45]1)=[O:42])[C:16]([NH:18][C@@H:19]1[C:25](=[O:26])[N:24]2[C@H:27]([C:31]([OH:33])=[O:32])[CH2:28][CH2:29][CH2:30][N:23]2[CH2:22][CH2:21][CH2:20]1)=[O:17])[C:9]1[CH:14]=[CH:13][CH:12]=[CH:11][CH:10]=1. The yield is 1.00. No catalyst specified. (2) The reactants are C(OC([N:11]1[CH2:16][CH2:15][N:14]([C:17](=[O:49])[CH:18]([NH:29][C:30]([N:32]2[CH2:37][CH2:36][CH:35]([N:38]3[CH2:47][C:46]4[C:41](=[CH:42][CH:43]=[CH:44][CH:45]=4)[NH:40][C:39]3=[O:48])[CH2:34][CH2:33]2)=[O:31])[CH2:19][C:20]2[CH:21]=[C:22]3[C:26](=[CH:27][CH:28]=2)[NH:25][N:24]=[CH:23]3)[CH2:13][CH2:12]1)=O)C1C=CC=CC=1.C. The catalyst is CO. The product is [NH:25]1[C:26]2[C:22](=[CH:21][C:20]([CH2:19][CH:18]([NH:29][C:30]([N:32]3[CH2:33][CH2:34][CH:35]([N:38]4[CH2:47][C:46]5[C:41](=[CH:42][CH:43]=[CH:44][CH:45]=5)[NH:40][C:39]4=[O:48])[CH2:36][CH2:37]3)=[O:31])[C:17](=[O:49])[N:14]3[CH2:15][CH2:16][NH:11][CH2:12][CH2:13]3)=[CH:28][CH:27]=2)[CH:23]=[N:24]1. The yield is 0.910.